Dataset: Reaction yield outcomes from USPTO patents with 853,638 reactions. Task: Predict the reaction yield, written as a fraction of the theoretical maximum amount of product (1.0 means a 100% yield; for example, 0.34 means a 34% yield). (1) The reactants are [CH3:1][C:2]1[CH:10]=[CH:9][C:5]([C:6]([OH:8])=[O:7])=[CH:4][C:3]=1[N+:11]([O-:13])=[O:12].Cl.[CH3:15][CH2:16]O. The catalyst is CCOC(C)=O. The product is [CH3:1][C:2]1[CH:10]=[CH:9][C:5]([C:6]([O:8][CH2:15][CH3:16])=[O:7])=[CH:4][C:3]=1[N+:11]([O-:13])=[O:12]. The yield is 0.910. (2) The reactants are [OH:1][C:2]([CH3:13])([C:8]#[C:9][CH:10]([CH3:12])[CH3:11])[C:3]([O:5]CC)=[O:4].O.[OH-].[Na+].Cl. The catalyst is C1COCC1. The product is [OH:1][C:2]([CH3:13])([C:8]#[C:9][CH:10]([CH3:11])[CH3:12])[C:3]([OH:5])=[O:4]. The yield is 0.920. (3) The reactants are [OH-].[Na+].[C:3]([O:7][C@@H:8]([C:13]1[C:14]([C:27]2[CH:32]=[CH:31][C:30]([C:33]([F:36])([F:35])[F:34])=[CH:29][CH:28]=2)=[C:15]2[C:22]3[CH2:23][CH2:24][CH2:25][CH2:26][C:21]=3[S:20][C:16]2=[N:17][C:18]=1[CH3:19])[C:9]([O:11]C)=[O:10])([CH3:6])([CH3:5])[CH3:4]. No catalyst specified. The product is [C:3]([O:7][C@@H:8]([C:13]1[C:14]([C:27]2[CH:28]=[CH:29][C:30]([C:33]([F:35])([F:36])[F:34])=[CH:31][CH:32]=2)=[C:15]2[C:22]3[CH2:23][CH2:24][CH2:25][CH2:26][C:21]=3[S:20][C:16]2=[N:17][C:18]=1[CH3:19])[C:9]([OH:11])=[O:10])([CH3:6])([CH3:4])[CH3:5]. The yield is 0.560. (4) The reactants are CC(C)([O-])C.[K+].[C:7]([CH2:9]P(=O)(OCC)OCC)#[N:8].[Si:18]([O:25][CH:26]1[CH2:31][CH2:30][C:29](=O)[CH2:28][CH2:27]1)([C:21]([CH3:24])([CH3:23])[CH3:22])([CH3:20])[CH3:19]. The catalyst is O1CCCC1. The product is [Si:18]([O:25][CH:26]1[CH2:31][CH2:30][C:29](=[CH:9][C:7]#[N:8])[CH2:28][CH2:27]1)([C:21]([CH3:24])([CH3:23])[CH3:22])([CH3:20])[CH3:19]. The yield is 0.776.